Dataset: Peptide-MHC class II binding affinity with 134,281 pairs from IEDB. Task: Regression. Given a peptide amino acid sequence and an MHC pseudo amino acid sequence, predict their binding affinity value. This is MHC class II binding data. (1) The peptide sequence is FDGPRTNTILEDNNEVEV. The MHC is DRB5_0101 with pseudo-sequence DRB5_0101. The binding affinity (normalized) is 0.0276. (2) The peptide sequence is PNTDGIHIGDSSKVT. The MHC is DRB1_1001 with pseudo-sequence DRB1_1001. The binding affinity (normalized) is 0.0681. (3) The peptide sequence is VTKTSGSAASMVNGV. The MHC is HLA-DQA10102-DQB10501 with pseudo-sequence HLA-DQA10102-DQB10501. The binding affinity (normalized) is 0.448. (4) The peptide sequence is ADAGYAPATPAAAGA. The MHC is DRB1_0301 with pseudo-sequence DRB1_0301. The binding affinity (normalized) is 0.0765. (5) The peptide sequence is THRHIIGEGCPKPHR. The MHC is DRB3_0101 with pseudo-sequence DRB3_0101. The binding affinity (normalized) is 0. (6) The peptide sequence is SGLFQFIFFLLLAGR. The MHC is H-2-IAb with pseudo-sequence H-2-IAb. The binding affinity (normalized) is 0. (7) The peptide sequence is WKPDTVYTSKLQFGA. The MHC is DRB5_0101 with pseudo-sequence DRB5_0101. The binding affinity (normalized) is 0.0715. (8) The peptide sequence is AAATAGTKVYGAFAA. The MHC is HLA-DQA10102-DQB10602 with pseudo-sequence HLA-DQA10102-DQB10602. The binding affinity (normalized) is 0.727. (9) The peptide sequence is IHKASTVLAFPAGVC. The MHC is DRB1_1101 with pseudo-sequence DRB1_1101. The binding affinity (normalized) is 0.249. (10) The peptide sequence is LTGYSLFQKEKMVLN. The MHC is HLA-DQA10301-DQB10302 with pseudo-sequence HLA-DQA10301-DQB10302. The binding affinity (normalized) is 0.149.